This data is from Full USPTO retrosynthesis dataset with 1.9M reactions from patents (1976-2016). The task is: Predict the reactants needed to synthesize the given product. (1) The reactants are: [Na].[CH3:2][NH:3][C:4]([NH:6][CH2:7][C:8]1([C:13]2[CH:18]=[CH:17][CH:16]=[CH:15][CH:14]=2)[O:12][CH2:11][CH2:10][O:9]1)=[O:5].[CH2:19]([CH:26]([C:32]([O:34]CC)=O)[C:27]([O:29]CC)=O)[C:20]1[CH:25]=[CH:24][CH:23]=[CH:22][CH:21]=1. Given the product [CH2:19]([CH:26]1[C:27](=[O:29])[N:3]([CH3:2])[C:4](=[O:5])[N:6]([CH2:7][C:8]2([C:13]3[CH:18]=[CH:17][CH:16]=[CH:15][CH:14]=3)[O:9][CH2:10][CH2:11][O:12]2)[C:32]1=[O:34])[C:20]1[CH:21]=[CH:22][CH:23]=[CH:24][CH:25]=1, predict the reactants needed to synthesize it. (2) Given the product [C:2]([C:4]1[CH:5]=[C:6]([CH:10]=[CH:11][CH:12]=1)[C:7]([NH2:1])=[O:8])#[N:3], predict the reactants needed to synthesize it. The reactants are: [NH3:1].[C:2]([C:4]1[CH:5]=[C:6]([CH:10]=[CH:11][CH:12]=1)[C:7](Cl)=[O:8])#[N:3]. (3) Given the product [CH3:17][O:16][C:10]1[CH:9]=[C:8]([C:6]2[N:7]=[C:2]([NH:39][C:38]3[CH:37]=[CH:36][C:35]([N:30]4[CH2:34][CH2:33][CH2:32][CH2:31]4)=[CH:41][CH:40]=3)[C:3]3[NH:20][N:19]=[CH:18][C:4]=3[N:5]=2)[CH:13]=[CH:12][C:11]=1[O:14][CH3:15], predict the reactants needed to synthesize it. The reactants are: Cl[C:2]1[C:3]2[C:4](=[CH:18][N:19](CC3C=CC(OC)=CC=3)[N:20]=2)[N:5]=[C:6]([C:8]2[CH:13]=[CH:12][C:11]([O:14][CH3:15])=[C:10]([O:16][CH3:17])[CH:9]=2)[N:7]=1.[N:30]1([C:35]2[CH:41]=[CH:40][C:38]([NH2:39])=[CH:37][CH:36]=2)[CH2:34][CH2:33][CH2:32][CH2:31]1.Cl.